Predict the reactants needed to synthesize the given product. From a dataset of Full USPTO retrosynthesis dataset with 1.9M reactions from patents (1976-2016). (1) Given the product [CH3:1][O:2][C:3]1[CH:10]=[CH:9][C:6]([CH:7]=[C:12]([C:11]#[N:15])[C:13]#[N:14])=[CH:5][CH:4]=1, predict the reactants needed to synthesize it. The reactants are: [CH3:1][O:2][C:3]1[CH:10]=[CH:9][C:6]([CH:7]=O)=[CH:5][CH:4]=1.[C:11](#[N:15])[CH2:12][C:13]#[N:14]. (2) Given the product [CH3:1][O:2][C:3]1[CH:8]=[CH:7][CH:6]=[CH:5][C:4]=1[C:9]1[N:14]=[CH:13][N:12]=[C:11]([NH:15][N:16]=[C:24]([C:21]2[CH:22]=[CH:23][C:18]([CH3:17])=[CH:19][CH:20]=2)[CH3:26])[CH:10]=1, predict the reactants needed to synthesize it. The reactants are: [CH3:1][O:2][C:3]1[CH:8]=[CH:7][CH:6]=[CH:5][C:4]=1[C:9]1[N:14]=[CH:13][N:12]=[C:11]([NH:15][NH2:16])[CH:10]=1.[CH3:17][C:18]1[CH:23]=[CH:22][C:21]([C:24]([CH3:26])=O)=[CH:20][CH:19]=1. (3) Given the product [C:1]1([C@H:7]([N:9]2[C:10]3=[N:11][CH:12]=[CH:13][N:14]=[C:15]3[NH:16][C:34]2=[O:35])[CH3:8])[CH:6]=[CH:5][CH:4]=[CH:3][CH:2]=1.[C:27]1([C@H:25]([NH:24][C:22]2[C:21]([NH2:33])=[N:20][CH:19]=[CH:18][N:23]=2)[CH3:26])[CH:32]=[CH:31][CH:30]=[CH:29][CH:28]=1, predict the reactants needed to synthesize it. The reactants are: [C:1]1([C@H:7]([NH:9][C:10]2[C:15]([NH2:16])=[N:14][CH:13]=[CH:12][N:11]=2)[CH3:8])[CH:6]=[CH:5][CH:4]=[CH:3][CH:2]=1.Br[C:18]1[N:23]=[C:22]([NH:24][C@@H:25]([C:27]2[CH:32]=[CH:31][CH:30]=[CH:29][CH:28]=2)[CH3:26])[C:21]([NH2:33])=[N:20][CH:19]=1.[CH:34](O)=[O:35]. (4) Given the product [CH:25]([C:16]1[CH:17]=[C:18]([C:21]([F:23])([F:22])[F:24])[CH:19]=[CH:20][C:15]=1[CH2:14][NH:13][C:11]([NH:10][C:5]1[CH:6]=[CH:7][CH:8]=[C:9]2[C:4]=1[CH:3]=[N:2][N:1]2[CH3:34])=[O:12])([CH3:27])[CH3:26], predict the reactants needed to synthesize it. The reactants are: [NH:1]1[C:9]2[C:4](=[C:5]([NH:10][C:11]([NH:13][CH2:14][C:15]3[CH:20]=[CH:19][C:18]([C:21]([F:24])([F:23])[F:22])=[CH:17][C:16]=3[CH:25]([CH3:27])[CH3:26])=[O:12])[CH:6]=[CH:7][CH:8]=2)[CH:3]=[N:2]1.[H-].[Na+].S(OC)(O[CH3:34])(=O)=O. (5) Given the product [Br:1][C:2]1[C:13]([F:14])=[CH:12][C:5]2[S:6][CH:7]=[CH:8][C:4]=2[CH:3]=1, predict the reactants needed to synthesize it. The reactants are: [Br:1][C:2]1[C:13]([F:14])=[CH:12][C:5]2[S:6][C:7](C(O)=O)=[CH:8][C:4]=2[CH:3]=1.C1CCN2C(=NCCC2)CC1. (6) Given the product [Cl:1][C:2]1[CH:3]=[CH:4][C:5]([O:6][CH2:7][C:8]2[N:12]([CH2:13][CH2:14][CH2:15][CH:16]3[CH2:21][CH2:20][CH2:19][N:18]([C:22]([O:24][C:25]([CH3:28])([CH3:27])[CH3:26])=[O:23])[CH2:17]3)[C:11]3[CH:29]=[CH:30][CH:31]=[C:32]([O:33][CH2:15][CH:16]4[CH2:21][CH2:20][CH2:19][N:18]([C:22]([O:24][C:25]([CH3:26])([CH3:28])[CH3:27])=[O:23])[CH2:17]4)[C:10]=3[N:9]=2)=[CH:34][CH:35]=1, predict the reactants needed to synthesize it. The reactants are: [Cl:1][C:2]1[CH:35]=[CH:34][C:5]([O:6][CH2:7][C:8]2[N:12]([CH2:13][CH2:14][CH2:15][CH:16]3[CH2:21][CH2:20][CH2:19][N:18]([C:22]([O:24][C:25]([CH3:28])([CH3:27])[CH3:26])=[O:23])[CH2:17]3)[C:11]3[CH:29]=[CH:30][CH:31]=[C:32]([OH:33])[C:10]=3[N:9]=2)=[CH:4][CH:3]=1.[H-].[Na+].CBr.